This data is from Full USPTO retrosynthesis dataset with 1.9M reactions from patents (1976-2016). The task is: Predict the reactants needed to synthesize the given product. (1) Given the product [NH2:9][C:7]1[N:6]([C:21]([O:20][C:17]([CH3:19])([CH3:18])[CH3:16])=[O:22])[N:5]=[C:4]([CH:1]2[CH2:3][CH2:2]2)[CH:8]=1, predict the reactants needed to synthesize it. The reactants are: [CH:1]1([C:4]2[CH:8]=[C:7]([NH2:9])[NH:6][N:5]=2)[CH2:3][CH2:2]1.C([O-])([O-])=O.[K+].[K+].[CH3:16][C:17]([O:20][C:21](O[C:21]([O:20][C:17]([CH3:19])([CH3:18])[CH3:16])=[O:22])=[O:22])([CH3:19])[CH3:18]. (2) Given the product [C:1]([O:5][C:6](=[O:39])[N:7]([C@H:9]([C:11](=[O:38])[NH:12][C@@H:13]([CH:32]1[CH2:33][CH2:34][CH2:35][CH2:36][CH2:37]1)[C:14]([N:16]1[CH2:20][C@@H:19]([NH2:21])[CH2:18][C@H:17]1[C:22](=[O:31])[NH:23][C@@H:24]1[C:25]2[C:30](=[CH:29][CH:28]=[CH:27][CH:26]=2)[CH2:42][CH2:40][CH2:41]1)=[O:15])[CH3:10])[CH3:8])([CH3:2])([CH3:3])[CH3:4], predict the reactants needed to synthesize it. The reactants are: [C:1]([O:5][C:6](=[O:39])[N:7]([C@H:9]([C:11](=[O:38])[NH:12][C@@H:13]([CH:32]1[CH2:37][CH2:36][CH2:35][CH2:34][CH2:33]1)[C:14]([N:16]1[CH2:20][C@@H:19]([NH2:21])[CH2:18][C@H:17]1[C:22](=[O:31])[NH:23][CH2:24][C:25]1[CH:30]=[CH:29][CH:28]=[CH:27][CH:26]=1)=[O:15])[CH3:10])[CH3:8])([CH3:4])([CH3:3])[CH3:2].[C:40](OC(N(C)[C@@H](C)C(N[C@@H](C1CCCCC1)C(N1C[C@@H](NC(OCC2C3C=CC=CC=3C3C2=CC=CC=3)=O)C[C@H]1C(O)=O)=O)=O)=O)(C)([CH3:42])[CH3:41].[C@@H]1(N)C2C(=CC=CC=2)CCC1. (3) Given the product [C:17]([O:21][C:22](=[O:31])[CH:23]([CH2:25][O:26][C:27]([CH3:30])([CH3:29])[CH3:28])[NH:24][C:12]([C:9]1[CH:10]=[C:11]2[C:6]([C:5]([Cl:15])=[CH:4][N:3]=[C:2]2[Cl:1])=[CH:7][CH:8]=1)=[O:13])([CH3:20])([CH3:19])[CH3:18], predict the reactants needed to synthesize it. The reactants are: [Cl:1][C:2]1[C:11]2[C:6](=[CH:7][CH:8]=[C:9]([C:12](Cl)=[O:13])[CH:10]=2)[C:5]([Cl:15])=[CH:4][N:3]=1.Cl.[C:17]([O:21][C:22](=[O:31])[CH:23]([CH2:25][O:26][C:27]([CH3:30])([CH3:29])[CH3:28])[NH2:24])([CH3:20])([CH3:19])[CH3:18].CCN(CC)CC.